From a dataset of Catalyst prediction with 721,799 reactions and 888 catalyst types from USPTO. Predict which catalyst facilitates the given reaction. (1) Reactant: [CH3:1]I.[H-].[Na+].[OH:5][CH2:6][CH2:7][O:8][C:9]1[C:14]([O:15][CH3:16])=[CH:13][C:12]([I:17])=[CH:11][C:10]=1[O:18][CH3:19].O. Product: [I:17][C:12]1[CH:11]=[C:10]([O:18][CH3:19])[C:9]([O:8][CH2:7][CH2:6][O:5][CH3:1])=[C:14]([O:15][CH3:16])[CH:13]=1. The catalyst class is: 7. (2) Reactant: [Br:1][C:2]1[CH:7]=[CH:6][C:5]([C:8]2(O)[CH2:13][CH2:12][NH:11][CH2:10][CH2:9]2)=[CH:4][CH:3]=1.[Cl-:15].[Al+3].[Cl-].[Cl-]. Product: [ClH:15].[Br:1][C:2]1[CH:7]=[CH:6][C:5]([C:8]2([C:2]3[CH:7]=[CH:6][C:5]([Cl:15])=[CH:4][CH:3]=3)[CH2:13][CH2:12][NH:11][CH2:10][CH2:9]2)=[CH:4][CH:3]=1. The catalyst class is: 159. (3) Reactant: [CH:1]([N-]C(C)C)(C)C.[Li+].C1CCCCC1.[S:15]1[CH:19]=[CH:18][C:17]([C:20]([OH:22])=[O:21])=[CH:16]1.CI.Cl. Product: [CH3:1][C:16]1[S:15][CH:19]=[CH:18][C:17]=1[C:20]([OH:22])=[O:21]. The catalyst class is: 1. (4) Reactant: [Cl:1][C:2]1[CH:7]=[CH:6][C:5]([CH2:8][C:9]([OH:11])=[O:10])=[CH:4][CH:3]=1.[CH3:12]O. Product: [Cl:1][C:2]1[CH:3]=[CH:4][C:5]([CH2:8][C:9]([O:11][CH3:12])=[O:10])=[CH:6][CH:7]=1. The catalyst class is: 82. (5) Reactant: [O:1]=[C:2]([CH3:8])/[CH:3]=[CH:4]/[C:5]([OH:7])=O.[CH3:9][CH2:10]N(CC)CC.C(OC(Cl)=O)[CH:17]([CH3:19])C.[NH:24](CC)CC.Cl. Product: [CH2:9](/[C:3](/[C:2](=[O:1])[CH3:8])=[C:4](/[CH2:17][CH3:19])\[C:5]([NH2:24])=[O:7])[CH3:10]. The catalyst class is: 2.